Dataset: Peptide-MHC class I binding affinity with 185,985 pairs from IEDB/IMGT. Task: Regression. Given a peptide amino acid sequence and an MHC pseudo amino acid sequence, predict their binding affinity value. This is MHC class I binding data. (1) The peptide sequence is RTEILGLVK. The MHC is HLA-B18:01 with pseudo-sequence HLA-B18:01. The binding affinity (normalized) is 0.0847. (2) The MHC is HLA-A32:15 with pseudo-sequence HLA-A32:15. The binding affinity (normalized) is 0.448. The peptide sequence is MMWATAQAL. (3) The peptide sequence is KTEHCDDFMT. The MHC is HLA-A68:02 with pseudo-sequence HLA-A68:02. The binding affinity (normalized) is 0. (4) The peptide sequence is AVIQDEERDI. The MHC is HLA-B07:02 with pseudo-sequence HLA-B07:02. The binding affinity (normalized) is 0.211. (5) The peptide sequence is GLIMVLSFL. The MHC is HLA-A02:01 with pseudo-sequence HLA-A02:01. The binding affinity (normalized) is 0.714.